Dataset: Forward reaction prediction with 1.9M reactions from USPTO patents (1976-2016). Task: Predict the product of the given reaction. (1) Given the reactants [NH2:1][C:2]1[N:7]=[CH:6][N:5]=[C:4]([NH:8][C@H:9]([C:11]2[N:16]([C:17]3[CH:22]=[CH:21][CH:20]=[CH:19][CH:18]=3)[C:15](=[O:23])[C:14]3=[C:24]([CH3:27])[CH:25]=[CH:26][N:13]3[N:12]=2)[CH3:10])[C:3]=1I.[SH:29][C:30]1[CH:31]=[C:32]([OH:36])[CH:33]=[CH:34][CH:35]=1.C(=O)([O-])[O-].[K+].[K+], predict the reaction product. The product is: [NH2:1][C:2]1[N:7]=[CH:6][N:5]=[C:4]([NH:8][C@H:9]([C:11]2[N:16]([C:17]3[CH:22]=[CH:21][CH:20]=[CH:19][CH:18]=3)[C:15](=[O:23])[C:14]3=[C:24]([CH3:27])[CH:25]=[CH:26][N:13]3[N:12]=2)[CH3:10])[C:3]=1[S:29][C:30]1[CH:35]=[CH:34][CH:33]=[C:32]([OH:36])[CH:31]=1. (2) Given the reactants [Br:1][C:2]1[CH:7]=[CH:6][C:5]([N:8]=[C:9]=S)=[CH:4][CH:3]=1.[NH2:11][C:12]1[CH:17]=[C:16]([Cl:18])[CH:15]=[CH:14][C:13]=1[OH:19].Cl.CN(C)CCCN=C=NCC, predict the reaction product. The product is: [Br:1][C:2]1[CH:7]=[CH:6][C:5]([NH:8][C:9]2[O:19][C:13]3[CH:14]=[CH:15][C:16]([Cl:18])=[CH:17][C:12]=3[N:11]=2)=[CH:4][CH:3]=1.